This data is from Full USPTO retrosynthesis dataset with 1.9M reactions from patents (1976-2016). The task is: Predict the reactants needed to synthesize the given product. (1) Given the product [Br:1][C:2]1[C:7]([O:8][C:9]2[CH:14]=[CH:13][CH:12]=[CH:11][CH:10]=2)=[CH:6][CH:5]=[CH:4][C:3]=1[O:17][C:16]1[CH:23]=[CH:22][CH:21]=[C:19]([O:20][C:7]2[CH:6]=[CH:5][CH:4]=[C:3]([O:27][C:24]3[CH:13]=[CH:14][CH:9]=[CH:10][CH:11]=3)[C:2]=2[Br:1])[CH:18]=1, predict the reactants needed to synthesize it. The reactants are: [Br:1][C:2]1[C:7]([O:8][C:9]2[CH:14]=[CH:13][CH:12]=[CH:11][CH:10]=2)=[CH:6][CH:5]=[CH:4][C:3]=1F.[C:16]1([CH:23]=[CH:22][CH:21]=[C:19]([OH:20])[CH:18]=1)[OH:17].[C:24](=[O:27])([O-])[O-].[K+].[K+]. (2) Given the product [F:15][CH:2]([F:1])[C:3]1[CH:7]=[C:6]([CH:8]([F:9])[F:10])[N:5]([CH2:11][C:12]([N:45]2[CH2:46][CH2:47][CH:42]([C:39]3[S:40][CH:41]=[C:37]([C:34]4[CH2:33][CH:32]([C:25]5[C:26]([F:31])=[CH:27][CH:28]=[C:29]([OH:30])[C:24]=5[F:23])[O:36][N:35]=4)[N:38]=3)[CH2:43][CH2:44]2)=[O:14])[N:4]=1, predict the reactants needed to synthesize it. The reactants are: [F:1][CH:2]([F:15])[C:3]1[CH:7]=[C:6]([CH:8]([F:10])[F:9])[N:5]([CH2:11][C:12]([OH:14])=O)[N:4]=1.C(Cl)(=O)C(Cl)=O.[Cl-].[F:23][C:24]1[C:29]([OH:30])=[CH:28][CH:27]=[C:26]([F:31])[C:25]=1[CH:32]1[O:36][N:35]=[C:34]([C:37]2[N:38]=[C:39]([CH:42]3[CH2:47][CH2:46][NH2+:45][CH2:44][CH2:43]3)[S:40][CH:41]=2)[CH2:33]1.C(N(CC)CC)C.C(=O)([O-])O.[Na+]. (3) Given the product [CH3:24][C:21]1([CH3:25])[CH2:22][CH2:23][C:18]([C:4]2[CH:3]=[C:2]([C:37]([OH:38])([CH3:39])[CH3:36])[CH:7]=[CH:6][C:5]=2[NH:8][C:9]([C:11]2[NH:12][CH:13]=[C:14]([C:16]#[N:17])[N:15]=2)=[O:10])=[CH:19][CH2:20]1, predict the reactants needed to synthesize it. The reactants are: Br[C:2]1[CH:7]=[CH:6][C:5]([NH:8][C:9]([C:11]2[NH:12][CH:13]=[C:14]([C:16]#[N:17])[N:15]=2)=[O:10])=[C:4]([C:18]2[CH2:23][CH2:22][C:21]([CH3:25])([CH3:24])[CH2:20][CH:19]=2)[CH:3]=1.C([Mg]Cl)(C)C.C([Li])(C)(C)C.[CH3:36][C:37]([CH3:39])=[O:38].[NH4+].[Cl-].